Dataset: Full USPTO retrosynthesis dataset with 1.9M reactions from patents (1976-2016). Task: Predict the reactants needed to synthesize the given product. (1) Given the product [CH3:23][C:17]1[C:16]([N:4]2[CH2:5][CH:6]([C:7]([O:9][C:10]([CH3:11])([CH3:13])[CH3:12])=[O:8])[N:2]([CH3:1])[C:3]2=[O:14])=[CH:21][CH:20]=[C:19]([CH3:22])[N:18]=1, predict the reactants needed to synthesize it. The reactants are: [CH3:1][N:2]1[CH:6]([C:7]([O:9][C:10]([CH3:13])([CH3:12])[CH3:11])=[O:8])[CH2:5][NH:4][C:3]1=[O:14].Br[C:16]1[C:17]([CH3:23])=[N:18][C:19]([CH3:22])=[CH:20][CH:21]=1.C(=O)([O-])[O-].[Cs+].[Cs+].CC1(C)C2C(=C(P(C3C=CC=CC=3)C3C=CC=CC=3)C=CC=2)OC2C(P(C3C=CC=CC=3)C3C=CC=CC=3)=CC=CC1=2. (2) Given the product [Cl:1][C:2]1[CH:3]=[C:4]([NH:9][C:10]2[N:15]=[C:14]([NH:47][CH2:46][CH2:45][C:43]3[N:42]=[CH:41][NH:40][CH:44]=3)[C:13]([C:20]3[CH:21]=[C:22]([C:26]([O:28][CH2:29][CH3:30])=[O:27])[CH:23]=[N:24][CH:25]=3)=[CH:12][N:11]=2)[CH:5]=[CH:6][C:7]=1[F:8], predict the reactants needed to synthesize it. The reactants are: [Cl:1][C:2]1[CH:3]=[C:4]([NH:9][C:10]2[N:15]=[C:14](S(C)(=O)=O)[C:13]([C:20]3[CH:21]=[C:22]([C:26]([O:28][CH2:29][CH3:30])=[O:27])[CH:23]=[N:24][CH:25]=3)=[CH:12][N:11]=2)[CH:5]=[CH:6][C:7]=1[F:8].C(N(CC)C(C)C)(C)C.[NH:40]1[CH:44]=[C:43]([CH2:45][CH2:46][NH2:47])[N:42]=[CH:41]1.O. (3) Given the product [NH2:9][CH2:8][CH2:7][C:6]1[CH:17]=[CH:18][C:3]([C:1]#[N:2])=[C:4]([O:19][C:20]([F:21])([F:22])[F:23])[CH:5]=1, predict the reactants needed to synthesize it. The reactants are: [C:1]([C:3]1[CH:18]=[CH:17][C:6]([CH2:7][CH2:8][NH:9]C(=O)OC(C)(C)C)=[CH:5][C:4]=1[O:19][C:20]([F:23])([F:22])[F:21])#[N:2].C(O)(C(F)(F)F)=O. (4) Given the product [CH:29]1([C:17]2[C:18]3[O:25][C:22]4([CH2:24][CH2:23]4)[C:21]([CH3:26])=[C:20]([CH3:27])[C:19]=3[CH:28]=[C:15]([C:14]#[C:13][C:10]3[CH:9]=[CH:8][C:7](/[CH:6]=[C:5](\[CH3:32])/[C:4]([OH:33])=[O:3])=[CH:12][CH:11]=3)[CH:16]=2)[CH2:30][CH2:31]1, predict the reactants needed to synthesize it. The reactants are: C([O:3][C:4](=[O:33])/[C:5](/[CH3:32])=[CH:6]/[C:7]1[CH:12]=[CH:11][C:10]([C:13]#[C:14][C:15]2[CH:16]=[C:17]([CH:29]3[CH2:31][CH2:30]3)[C:18]3[O:25][C:22]4([CH2:24][CH2:23]4)[C:21]([CH3:26])=[C:20]([CH3:27])[C:19]=3[CH:28]=2)=[CH:9][CH:8]=1)C.[OH-].[Na+]. (5) The reactants are: [CH3:1][C:2]1[C:11]2[C:10](=[O:12])[NH:9][C@@H:8]3[CH2:13][N:14]([C:16]([O:18][C:19]([CH3:22])([CH3:21])[CH3:20])=[O:17])[CH2:15][C@H:7]3[C:6]=2[CH:5]=[C:4](OS(C(F)(F)F)(=O)=O)[CH:3]=1.[CH3:31][Zn]C. Given the product [CH3:1][C:2]1[C:11]2[C:10](=[O:12])[NH:9][C@@H:8]3[CH2:13][N:14]([C:16]([O:18][C:19]([CH3:20])([CH3:22])[CH3:21])=[O:17])[CH2:15][C@H:7]3[C:6]=2[CH:5]=[C:4]([CH3:31])[CH:3]=1, predict the reactants needed to synthesize it. (6) Given the product [CH:1]1([C:6]2[NH:11][C:10](=[O:12])[C:9]3=[C:13]([CH2:14][CH3:15])[N:16]=[C:17]([C:19]4([CH3:25])[CH2:24][CH2:23][CH2:22][CH2:21][CH2:20]4)[N:8]3[N:7]=2)[CH2:5][CH2:4][CH2:3][CH2:2]1, predict the reactants needed to synthesize it. The reactants are: [CH:1]1([C:6]2[NH:11][C:10](=[O:12])[C:9]([CH:13]([NH:16][C:17]([C:19]3([CH3:25])[CH2:24][CH2:23][CH2:22][CH2:21][CH2:20]3)=O)[CH2:14][CH3:15])=[N:8][N:7]=2)[CH2:5][CH2:4][CH2:3][CH2:2]1.P(Cl)(Cl)(Cl)=O. (7) Given the product [NH4+:2].[OH-:12].[NH4+:40].[OH-:33].[CH3:45][OH:47].[CH:8]([C@:5]1([C:11]([N:13]2[CH2:18][CH2:17][C:16]([C:20]3[CH:25]=[CH:24][CH:23]=[CH:22][C:21]=3[C:26]([F:29])([F:27])[F:28])([OH:19])[CH2:15][CH2:14]2)=[O:12])[CH2:6][CH2:7][C@@H:3]([NH:2][CH:36]2[CH2:35][CH2:34][O:33][CH2:32][CH:31]2[CH3:30])[CH2:4]1)([CH3:10])[CH3:9], predict the reactants needed to synthesize it. The reactants are: Cl.[NH2:2][C@@H:3]1[CH2:7][CH2:6][C@@:5]([C:11]([N:13]2[CH2:18][CH2:17][C:16]([C:20]3[CH:25]=[CH:24][CH:23]=[CH:22][C:21]=3[C:26]([F:29])([F:28])[F:27])([OH:19])[CH2:15][CH2:14]2)=[O:12])([CH:8]([CH3:10])[CH3:9])[CH2:4]1.[CH3:30][CH:31]1[C:36](=O)[CH2:35][CH2:34][O:33][CH2:32]1.C([N:40](CC)CC)C.[C:45](O[BH-](OC(=O)C)OC(=O)C)(=[O:47])C.[Na+].C([O-])(O)=O.[Na+]. (8) Given the product [F:21][C:18]1[CH:19]=[CH:20][C:15]([CH2:14][O:13][C:10]2[N:11]=[CH:12][C:7]([CH:1]=[O:3])=[CH:8][CH:9]=2)=[CH:16][CH:17]=1, predict the reactants needed to synthesize it. The reactants are: [CH2:1]([O:3]CC)C.Br[C:7]1[CH:8]=[CH:9][C:10]([O:13][CH2:14][C:15]2[CH:20]=[CH:19][C:18]([F:21])=[CH:17][CH:16]=2)=[N:11][CH:12]=1.C([Li])CCC.CN(C)C=O.